From a dataset of NCI-60 drug combinations with 297,098 pairs across 59 cell lines. Regression. Given two drug SMILES strings and cell line genomic features, predict the synergy score measuring deviation from expected non-interaction effect. (1) Drug 1: CC(C1=C(C=CC(=C1Cl)F)Cl)OC2=C(N=CC(=C2)C3=CN(N=C3)C4CCNCC4)N. Drug 2: C1CN(CCN1C(=O)CCBr)C(=O)CCBr. Cell line: MCF7. Synergy scores: CSS=13.1, Synergy_ZIP=-3.91, Synergy_Bliss=-0.401, Synergy_Loewe=-3.27, Synergy_HSA=0.0647. (2) Drug 1: CC(CN1CC(=O)NC(=O)C1)N2CC(=O)NC(=O)C2. Drug 2: COCCOC1=C(C=C2C(=C1)C(=NC=N2)NC3=CC=CC(=C3)C#C)OCCOC.Cl. Cell line: PC-3. Synergy scores: CSS=17.8, Synergy_ZIP=1.58, Synergy_Bliss=0.709, Synergy_Loewe=2.13, Synergy_HSA=2.32.